This data is from Forward reaction prediction with 1.9M reactions from USPTO patents (1976-2016). The task is: Predict the product of the given reaction. Given the reactants [Br:1][C:2]1[CH:14]=[CH:13][C:12]2[C:11]3[C:6](=[CH:7][CH:8]=[CH:9][CH:10]=3)[CH2:5][C:4]=2[CH:3]=1.[C:15](OC(=O)C)(=[O:17])[CH3:16].[Al+3].[Cl-].[Cl-].[Cl-].[N+](C1C=CC=CC=1)([O-])=O, predict the reaction product. The product is: [Br:1][C:2]1[CH:3]=[C:4]2[C:12]([C:11]3[CH:10]=[CH:9][C:8]([C:15](=[O:17])[CH3:16])=[CH:7][C:6]=3[CH2:5]2)=[CH:13][CH:14]=1.